From a dataset of Forward reaction prediction with 1.9M reactions from USPTO patents (1976-2016). Predict the product of the given reaction. (1) Given the reactants [F:1][C:2]1[CH:10]=[CH:9][C:5]([C:6]([OH:8])=O)=[C:4]([O:11][CH:12]2[CH2:16][CH2:15][O:14][C:13]2=[O:17])[CH:3]=1.C(OC(=O)C)(=O)C, predict the reaction product. The product is: [F:1][C:2]1[CH:10]=[CH:9][C:5]2[C:6](=[O:8])[C:12]3([O:11][C:4]=2[CH:3]=1)[CH2:16][CH2:15][O:14][C:13]3=[O:17]. (2) Given the reactants [F:1][C:2]1[CH:3]=[C:4]([C:8]2[CH:13]=[CH:12][C:11]([CH2:14][CH2:15][CH3:16])=[CH:10][CH:9]=2)[CH:5]=[CH:6][CH:7]=1.C1C[O:20][CH2:19]C1.C([Li])(CC)C.Cl, predict the reaction product. The product is: [F:1][C:2]1[CH:3]=[C:4]([C:8]2[CH:13]=[CH:12][C:11]([CH2:14][CH2:15][CH3:16])=[CH:10][CH:9]=2)[CH:5]=[CH:6][C:7]=1[CH:19]=[O:20]. (3) Given the reactants [CH2:1]([N:3]1[C:7]2=[N:8][C:9]([F:12])=[CH:10][CH:11]=[C:6]2[CH:5]=[CH:4]1)[CH3:2].[OH-].[Na+].[Br:15]N1C(=O)CCC1=O, predict the reaction product. The product is: [Br:15][C:5]1[C:6]2[C:7](=[N:8][C:9]([F:12])=[CH:10][CH:11]=2)[N:3]([CH2:1][CH3:2])[CH:4]=1. (4) Given the reactants [F:1][C:2]1[CH:7]=[CH:6][CH:5]=[C:4]([NH2:8])[C:3]=1[NH2:9].[Cl:10][C:11]1[CH:12]=[C:13]([CH:17]=[CH:18][N:19]=1)[C:14](O)=O.[OH-].[Na+], predict the reaction product. The product is: [Cl:10][C:11]1[CH:12]=[C:13]([C:14]2[NH:9][C:3]3[C:2]([F:1])=[CH:7][CH:6]=[CH:5][C:4]=3[N:8]=2)[CH:17]=[CH:18][N:19]=1.